Dataset: Reaction yield outcomes from USPTO patents with 853,638 reactions. Task: Predict the reaction yield, written as a fraction of the theoretical maximum amount of product (1.0 means a 100% yield; for example, 0.34 means a 34% yield). (1) The reactants are [ClH:1].[NH2:2][C@@H:3]1[CH2:8][CH2:7][CH2:6][N:5]([C:9]2[C:14]([Br:15])=[CH:13][N:12]=[C:11]3[NH:16][CH:17]=[C:18]([NH:19][C:20](=[O:27])[C:21]4[CH:26]=[CH:25][CH:24]=[N:23][CH:22]=4)[C:10]=23)[CH2:4]1.C(OC)(OC)OC.CCN(C(C)C)C(C)C.[CH:44]1([CH:47]=O)[CH2:46][CH2:45]1.[BH4-].[Na+]. The catalyst is CO.O. The product is [ClH:1].[Br:15][C:14]1[C:9]([N:5]2[CH2:6][CH2:7][CH2:8][C@@H:3]([NH:2][CH2:47][CH:44]3[CH2:46][CH2:45]3)[CH2:4]2)=[C:10]2[C:18]([NH:19][C:20](=[O:27])[C:21]3[CH:26]=[CH:25][CH:24]=[N:23][CH:22]=3)=[CH:17][NH:16][C:11]2=[N:12][CH:13]=1. The yield is 0.600. (2) The reactants are Cl[C:2]1[N:3]=[C:4]2[C:9](=[CH:10][CH:11]=1)[N:8]=[CH:7][C:6]([C:12](=[O:15])[CH2:13][CH3:14])=[C:5]2[NH:16][C:17]1[CH:18]=[CH:19][C:20]([N:23]2[CH2:28][CH2:27][CH2:26][C@@H:25]([NH:29][C:30](=[O:36])[O:31][C:32]([CH3:35])([CH3:34])[CH3:33])[CH2:24]2)=[N:21][CH:22]=1.[Cl:37][C:38]1[CH:43]=[C:42](B2OC(C)(C)C(C)(C)O2)[CH:41]=[C:40]([Cl:53])[C:39]=1[OH:54]. No catalyst specified. The product is [Cl:37][C:38]1[CH:43]=[C:42]([C:2]2[N:3]=[C:4]3[C:9](=[CH:10][CH:11]=2)[N:8]=[CH:7][C:6]([C:12](=[O:15])[CH2:13][CH3:14])=[C:5]3[NH:16][C:17]2[CH:18]=[CH:19][C:20]([N:23]3[CH2:28][CH2:27][CH2:26][C@@H:25]([NH:29][C:30](=[O:36])[O:31][C:32]([CH3:33])([CH3:35])[CH3:34])[CH2:24]3)=[N:21][CH:22]=2)[CH:41]=[C:40]([Cl:53])[C:39]=1[OH:54]. The yield is 0.460.